Dataset: Forward reaction prediction with 1.9M reactions from USPTO patents (1976-2016). Task: Predict the product of the given reaction. (1) Given the reactants [F:1][C:2]1[CH:16]=[CH:15][C:5]2[CH2:6][CH2:7][CH2:8][C:9]3[S:13][C:12]([NH2:14])=[N:11][C:10]=3[C:4]=2[CH:3]=1.C(N(CC)CC)C.[Br:24][CH2:25][CH2:26][CH2:27][CH2:28][C:29](Cl)=[O:30], predict the reaction product. The product is: [F:1][C:2]1[CH:16]=[CH:15][C:5]2[CH2:6][CH2:7][CH2:8][C:9]3[S:13][C:12]([NH:14][C:29](=[O:30])[CH2:28][CH2:27][CH2:26][CH2:25][Br:24])=[N:11][C:10]=3[C:4]=2[CH:3]=1. (2) Given the reactants C[Si](C)(C)[N-][Si](C)(C)C.[K+].[C:11]1(=[O:21])[C:15]2([CH2:20][CH2:19][O:18][CH2:17][CH2:16]2)[CH2:14][CH2:13][CH2:12]1.[F:22][C:23]([F:42])([F:41])[S:24](N([S:24]([C:23]([F:42])([F:41])[F:22])(=[O:26])=[O:25])C1C=CC=CC=1)(=[O:26])=[O:25].C(OCC)C, predict the reaction product. The product is: [C:11]1([O:21][S:24]([C:23]([F:42])([F:41])[F:22])(=[O:26])=[O:25])[C:15]2([CH2:16][CH2:17][O:18][CH2:19][CH2:20]2)[CH2:14][CH2:13][CH:12]=1. (3) Given the reactants Cl[CH2:2][CH2:3][CH2:4][N:5]1[C:14]2[C:9](=[CH:10][C:11]([F:16])=[C:12]([F:15])[CH:13]=2)[CH2:8][CH2:7][C:6]1=[O:17].[CH:18]1([CH2:21][O:22][CH2:23][CH:24]=[C:25]2[CH2:31][CH:30]3[NH:32][CH:27]([CH2:28][CH2:29]3)[CH2:26]2)[CH2:20][CH2:19]1.[Na+].[I-].C([O-])([O-])=O.[K+].[K+], predict the reaction product. The product is: [CH:18]1([CH2:21][O:22][CH2:23][CH:24]=[C:25]2[CH2:26][CH:27]3[N:32]([CH2:2][CH2:3][CH2:4][N:5]4[C:14]5[C:9](=[CH:10][C:11]([F:16])=[C:12]([F:15])[CH:13]=5)[CH2:8][CH2:7][C:6]4=[O:17])[CH:30]([CH2:29][CH2:28]3)[CH2:31]2)[CH2:20][CH2:19]1. (4) Given the reactants [OH:1][C:2]1[CH:7]=[CH:6][C:5]([N+:8]([O-:10])=[O:9])=[CH:4][C:3]=1[NH:11][C:12](=[O:20])[CH2:13][N:14]1[CH2:19][CH2:18][O:17][CH2:16][CH2:15]1.[Si:21](Cl)([C:24]([CH3:27])([CH3:26])[CH3:25])([CH3:23])[CH3:22].C(N(CC)CC)C, predict the reaction product. The product is: [Si:21]([O:1][C:2]1[CH:7]=[CH:6][C:5]([N+:8]([O-:10])=[O:9])=[CH:4][C:3]=1[NH:11][C:12](=[O:20])[CH2:13][N:14]1[CH2:19][CH2:18][O:17][CH2:16][CH2:15]1)([C:24]([CH3:27])([CH3:26])[CH3:25])([CH3:23])[CH3:22]. (5) Given the reactants [CH2:1]1[C:10]2[C:5](=CC=[CH:8][CH:9]=2)[CH2:4][CH2:3][N:2]1[CH2:11][CH2:12][CH2:13][CH2:14][O:15][C:16]1[CH:17]=[CH:18][C:19]2[CH2:25][CH2:24][NH:23][C:22](=[O:26])[NH:21][C:20]=2[N:27]=1.[S:28]1C2CCNCC=2C=C1, predict the reaction product. The product is: [S:28]1[C:5]2[CH2:4][CH2:3][N:2]([CH2:11][CH2:12][CH2:13][CH2:14][O:15][C:16]3[CH:17]=[CH:18][C:19]4[CH2:25][CH2:24][NH:23][C:22](=[O:26])[NH:21][C:20]=4[N:27]=3)[CH2:1][C:10]=2[CH:9]=[CH:8]1. (6) Given the reactants [C:1]([O:5][C:6]([N:8]1[CH2:13][CH2:12][CH:11]([N:14]2[CH2:19][CH2:18][N:17]([C:20](=[O:34])[NH:21][C:22]3[CH:27]=[CH:26][C:25](Br)=[C:24]([O:29][C:30]([F:33])([F:32])[F:31])[CH:23]=3)[CH2:16][CH2:15]2)[CH2:10][CH2:9]1)=[O:7])([CH3:4])([CH3:3])[CH3:2].[CH3:35][C:36]1([CH3:52])[C:40]([CH3:42])([CH3:41])[O:39][B:38]([B:38]2[O:39][C:40]([CH3:42])([CH3:41])[C:36]([CH3:52])([CH3:35])[O:37]2)[O:37]1.C([O-])(=O)C.[K+].O1CCOCC1.C(Cl)Cl, predict the reaction product. The product is: [C:1]([O:5][C:6]([N:8]1[CH2:13][CH2:12][CH:11]([N:14]2[CH2:19][CH2:18][N:17]([C:20](=[O:34])[NH:21][C:22]3[CH:27]=[CH:26][C:25]([B:38]4[O:39][C:40]([CH3:42])([CH3:41])[C:36]([CH3:52])([CH3:35])[O:37]4)=[C:24]([O:29][C:30]([F:33])([F:32])[F:31])[CH:23]=3)[CH2:16][CH2:15]2)[CH2:10][CH2:9]1)=[O:7])([CH3:4])([CH3:3])[CH3:2]. (7) Given the reactants BrC1C=C2C(=CC=1)C(=O)NN=C2.FC(F)(F)C(O)=O.[NH2:20][S:21]([NH:24][C:25]1[CH:26]=[C:27]([CH:58]=[CH:59][CH:60]=1)[CH2:28][NH:29][C:30](=[O:57])[CH:31]([NH:45][C:46]1[CH:47]=[C:48]2[C:53](=[CH:54][CH:55]=1)[C:52]([NH2:56])=[N:51][CH:50]=[CH:49]2)[C:32]1[CH:37]=[CH:36][C:35]([O:38][CH:39]([CH3:41])[CH3:40])=[C:34]([O:42][CH2:43][CH3:44])[CH:33]=1)(=[O:23])=[O:22], predict the reaction product. The product is: [NH2:20][S:21]([NH:24][C:25]1[CH:26]=[C:27]([CH:58]=[CH:59][CH:60]=1)[CH2:28][NH:29][C:30](=[O:57])[C@H:31]([NH:45][C:46]1[CH:47]=[C:48]2[C:53](=[CH:54][CH:55]=1)[C:52]([NH2:56])=[N:51][CH:50]=[CH:49]2)[C:32]1[CH:37]=[CH:36][C:35]([O:38][CH:39]([CH3:40])[CH3:41])=[C:34]([O:42][CH2:43][CH3:44])[CH:33]=1)(=[O:22])=[O:23]. (8) The product is: [Cl:31][C:26]1[CH:27]=[CH:28][C:29]2[C:19]([C:17]3[C:16](=[O:32])[NH:13][C:11](=[O:12])[C:10]=3[C:3]3[C:4]4[C:9](=[CH:8][CH:7]=[CH:6][CH:5]=4)[NH:1][CH:2]=3)=[CH:20][N:21]3[C:30]=2[C:25]=1[CH2:24][CH2:23][CH2:22]3. Given the reactants [NH:1]1[C:9]2[C:4](=[CH:5][CH:6]=[CH:7][CH:8]=2)[C:3]([CH2:10][C:11]([NH2:13])=[O:12])=[CH:2]1.CO[C:16](=[O:32])[C:17]([C:19]1[C:29]2=[C:30]3[C:25](=[C:26]([Cl:31])[CH:27]=[CH:28]2)[CH2:24][CH2:23][CH2:22][N:21]3[CH:20]=1)=O, predict the reaction product. (9) Given the reactants [CH2:1]([O:8][C:9](=[O:17])[NH:10][CH:11]1[CH2:16][CH2:15][NH:14][CH2:13][CH2:12]1)[C:2]1[CH:7]=[CH:6][CH:5]=[CH:4][CH:3]=1.C(=O)([O-])[O-].[K+].[K+].[I-].[K+].[C:26]([O:30][C:31](=[O:37])[NH:32][CH2:33][CH2:34][CH2:35]Br)([CH3:29])([CH3:28])[CH3:27], predict the reaction product. The product is: [CH2:1]([O:8][C:9](=[O:17])[NH:10][CH:11]1[CH2:16][CH2:15][N:14]([CH2:35][CH2:34][CH2:33][NH:32][C:31]([O:30][C:26]([CH3:27])([CH3:29])[CH3:28])=[O:37])[CH2:13][CH2:12]1)[C:2]1[CH:7]=[CH:6][CH:5]=[CH:4][CH:3]=1. (10) Given the reactants O.ON1C2C=CC=CC=2N=N1.Cl.CN(C)CCCN=C=NCC.Cl.[Cl:25][CH2:26][CH2:27][NH2:28].[C:29]1([C:35]2([C:55]3[CH:60]=[CH:59][CH:58]=[CH:57][CH:56]=3)[CH2:43][C:42]3[N:41]([CH2:44][O:45][CH2:46][CH2:47][Si:48]([CH3:51])([CH3:50])[CH3:49])[N:40]=[C:39]([C:52](O)=[O:53])[C:38]=3[CH:37]=[CH:36]2)[CH:34]=[CH:33][CH:32]=[CH:31][CH:30]=1, predict the reaction product. The product is: [Cl:25][CH2:26][CH2:27][NH:28][C:52]([C:39]1[C:38]2[CH:37]=[CH:36][C:35]([C:29]3[CH:34]=[CH:33][CH:32]=[CH:31][CH:30]=3)([C:55]3[CH:60]=[CH:59][CH:58]=[CH:57][CH:56]=3)[CH2:43][C:42]=2[N:41]([CH2:44][O:45][CH2:46][CH2:47][Si:48]([CH3:51])([CH3:50])[CH3:49])[N:40]=1)=[O:53].